Dataset: Full USPTO retrosynthesis dataset with 1.9M reactions from patents (1976-2016). Task: Predict the reactants needed to synthesize the given product. Given the product [F:31][C:2]([F:30])([F:1])[C:3]1[CH:4]=[CH:5][C:6]([C:9]2[C:10](=[O:29])[O:11][C:12]3[C:17]([C:18]=2[CH2:19][C:20]2[CH:25]=[CH:24][C:23]([O:26][CH2:34][CH2:35][N:36]4[CH2:40][CH2:39][CH2:38][CH2:37]4)=[CH:22][CH:21]=2)=[CH:16][CH:15]=[C:14]([O:27][CH3:28])[CH:13]=3)=[CH:7][CH:8]=1, predict the reactants needed to synthesize it. The reactants are: [F:1][C:2]([F:31])([F:30])[C:3]1[CH:8]=[CH:7][C:6]([C:9]2[C:10](=[O:29])[O:11][C:12]3[C:17]([C:18]=2[CH2:19][C:20]2[CH:25]=[CH:24][C:23]([OH:26])=[CH:22][CH:21]=2)=[CH:16][CH:15]=[C:14]([O:27][CH3:28])[CH:13]=3)=[CH:5][CH:4]=1.Cl.Cl[CH2:34][CH2:35][N:36]1[CH2:40][CH2:39][CH2:38][CH2:37]1.C([O-])([O-])=O.[K+].[K+].C(Cl)Cl.